Task: Predict the reactants needed to synthesize the given product.. Dataset: Retrosynthesis with 50K atom-mapped reactions and 10 reaction types from USPTO Given the product CC(C)(C)OC(=O)N[C@@H](CC1CCCC2CCCCC21)C(=O)NCc1ccc(N)nc1, predict the reactants needed to synthesize it. The reactants are: CC(C)(C)OC(=O)N[C@@H](CC1CCCC2CCCCC21)C(=O)O.NCc1ccc(N)nc1.